Dataset: Catalyst prediction with 721,799 reactions and 888 catalyst types from USPTO. Task: Predict which catalyst facilitates the given reaction. (1) Reactant: [O:1]1[C:6]2[CH:7]=[CH:8][C:9]([CH2:11][N:12]([CH:20]3[CH2:25][CH2:24][N:23]([CH2:26][CH2:27][N:28]4[C:37]5[C:32](=[C:33]([C:40](=[O:43])[CH2:41][CH3:42])[CH:34]=[C:35]([O:38][CH3:39])[CH:36]=5)[CH:31]=[CH:30][C:29]4=[O:44])[CH2:22][CH2:21]3)C(=O)OC(C)(C)C)=[CH:10][C:5]=2[O:4][CH2:3][CH2:2]1.[ClH:45].C(OCC)(=O)C. Product: [ClH:45].[O:1]1[C:6]2[CH:7]=[CH:8][C:9]([CH2:11][NH:12][CH:20]3[CH2:25][CH2:24][N:23]([CH2:26][CH2:27][N:28]4[C:37]5[C:32](=[C:33]([C:40](=[O:43])[CH2:41][CH3:42])[CH:34]=[C:35]([O:38][CH3:39])[CH:36]=5)[CH:31]=[CH:30][C:29]4=[O:44])[CH2:22][CH2:21]3)=[CH:10][C:5]=2[O:4][CH2:3][CH2:2]1. The catalyst class is: 13. (2) Reactant: CCN(C(C)C)C(C)C.[C:10]([O:14][C:15]([NH:17][CH2:18][C:19]([OH:21])=O)=[O:16])([CH3:13])([CH3:12])[CH3:11].C1CN([P+](ON2N=NC3C=CC=CC2=3)(N2CCCC2)N2CCCC2)CC1.F[P-](F)(F)(F)(F)F.[F:55][C:56]([F:60])([F:59])[CH2:57][NH2:58]. Product: [C:10]([O:14][C:15](=[O:16])[NH:17][CH2:18][C:19](=[O:21])[NH:58][CH2:57][C:56]([F:60])([F:59])[F:55])([CH3:11])([CH3:12])[CH3:13]. The catalyst class is: 4. (3) Reactant: Cl[CH2:2][C:3]([NH:5][C:6]1[CH:25]=[CH:24][C:9]2[N:10]=[C:11]([NH:14][C@H:15]3[C:23]4[C:18](=[CH:19][CH:20]=[CH:21][CH:22]=4)[CH2:17][CH2:16]3)[O:12][CH2:13][C:8]=2[CH:7]=1)=[O:4].[NH:26]1[CH:30]=[CH:29][N:28]=[CH:27]1. Product: [N:26]1([CH2:2][C:3]([NH:5][C:6]2[CH:25]=[CH:24][C:9]3[N:10]=[C:11]([NH:14][C@H:15]4[C:23]5[C:18](=[CH:19][CH:20]=[CH:21][CH:22]=5)[CH2:17][CH2:16]4)[O:12][CH2:13][C:8]=3[CH:7]=2)=[O:4])[CH:30]=[CH:29][N:28]=[CH:27]1. The catalyst class is: 10.